From a dataset of Forward reaction prediction with 1.9M reactions from USPTO patents (1976-2016). Predict the product of the given reaction. (1) Given the reactants [F:1][C:2]1[CH:3]=[C:4]([C:8]2[C:12]([C:13]3[N:14]=[CH:15][NH:16][CH:17]=3)=[C:11]([C:18]([F:21])([F:20])[F:19])[O:10][N:9]=2)[CH:5]=[CH:6][CH:7]=1.Cl[C:23]1[CH:32]=[CH:31][C:26]([C:27]([O:29][CH3:30])=[O:28])=[CH:25][N:24]=1, predict the reaction product. The product is: [CH3:30][O:29][C:27](=[O:28])[C:26]1[CH:31]=[CH:32][C:23]([N:16]2[CH:17]=[C:13]([C:12]3[C:8]([C:4]4[CH:5]=[CH:6][CH:7]=[C:2]([F:1])[CH:3]=4)=[N:9][O:10][C:11]=3[C:18]([F:21])([F:19])[F:20])[N:14]=[CH:15]2)=[N:24][CH:25]=1. (2) Given the reactants [NH2:1][C:2]1[C:17]([OH:18])=[CH:16][CH:15]=[CH:14][C:3]=1[C:4]([NH:6][C:7]1[CH:12]=[CH:11][C:10]([Cl:13])=[CH:9][N:8]=1)=[O:5].[Br:19]N1C(=O)CCC1=O.O.C(OCC)(=O)C, predict the reaction product. The product is: [NH2:1][C:2]1[C:17]([OH:18])=[CH:16][C:15]([Br:19])=[CH:14][C:3]=1[C:4]([NH:6][C:7]1[CH:12]=[CH:11][C:10]([Cl:13])=[CH:9][N:8]=1)=[O:5]. (3) Given the reactants [C:1]([O:10]N1C(=O)CCC1=O)([O:3][CH2:4][CH2:5][Si:6]([CH3:9])([CH3:8])[CH3:7])=O.[C:18]([O:22][C:23]([NH:25][C@@H:26]([CH2:33][CH:34]1[CH2:39][CH2:38][CH2:37][CH2:36][CH2:35]1)[CH2:27][NH:28][CH2:29][CH2:30][CH2:31][CH3:32])=[O:24])([CH3:21])([CH3:20])[CH3:19].C([O-])([O-])=O.[Na+].[Na+].O, predict the reaction product. The product is: [C:18]([O:22][C:23]([NH:25][C@@H:26]([CH2:33][CH:34]1[CH2:35][CH2:36][CH2:37][CH2:38][CH2:39]1)[CH2:27][N:28]([CH2:29][CH2:30][CH2:31][CH3:32])[C:1]([O:3][CH2:4][CH2:5][Si:6]([CH3:7])([CH3:8])[CH3:9])=[O:10])=[O:24])([CH3:19])([CH3:20])[CH3:21]. (4) The product is: [Cl:8][C:9]1[N:14]=[C:13]([C:15]2[NH:7][C:5](=[O:6])[NH:4][C:2](=[O:3])[N:1]=2)[CH:12]=[CH:11][CH:10]=1. Given the reactants [NH2:1][C:2]([NH:4][C:5]([NH2:7])=[O:6])=[O:3].[Cl:8][C:9]1[N:14]=[C:13]([C:15](OC)=O)[CH:12]=[CH:11][CH:10]=1.C(OC)(OC)OC.C(O)(C(F)(F)F)=O.CC[O-].[Na+].Cl, predict the reaction product. (5) Given the reactants [C@H:1]12[CH2:6][C@H:5]1[CH2:4][C@@H:3]([CH2:7][NH:8][C:9]([C:11]1[N:18]3[C:14]([S:15][CH:16]=[CH:17]3)=[N:13][C:12]=1[CH3:19])=[O:10])[NH:2]2.[F:20][C:21]1[CH:26]=[CH:25][C:24]([C:27]2[S:31][C:30]([CH3:32])=[N:29][C:28]=2[C:33](O)=[O:34])=[CH:23][CH:22]=1, predict the reaction product. The product is: [F:20][C:21]1[CH:22]=[CH:23][C:24]([C:27]2[S:31][C:30]([CH3:32])=[N:29][C:28]=2[C:33]([N:2]2[C@H:3]([CH2:7][NH:8][C:9]([C:11]3[N:18]4[C:14]([S:15][CH:16]=[CH:17]4)=[N:13][C:12]=3[CH3:19])=[O:10])[CH2:4][C@H:5]3[C@@H:1]2[CH2:6]3)=[O:34])=[CH:25][CH:26]=1. (6) Given the reactants C([N-]C(C)C)(C)C.[Li+].Cl.[CH2:10]1[CH2:15][CH2:14][CH2:13][CH2:12][CH2:11]1.[CH2:16]([C:18]1[CH:23]=[CH:22][CH:21]=[CH:20][CH:19]=1)C.C1C[O:27]CC1, predict the reaction product. The product is: [C:10]1([CH:16]([C:18]2[CH:23]=[CH:22][CH:21]=[CH:20][CH:19]=2)[OH:27])[CH:15]=[CH:14][CH:13]=[CH:12][CH:11]=1.